Dataset: Reaction yield outcomes from USPTO patents with 853,638 reactions. Task: Predict the reaction yield, written as a fraction of the theoretical maximum amount of product (1.0 means a 100% yield; for example, 0.34 means a 34% yield). The reactants are Br[C:2]1[C:10]2[C:9]([Cl:11])=[N:8][CH:7]=[N:6][C:5]=2[N:4]([CH:12]([CH3:14])[CH3:13])[CH:3]=1.CON(C)[C:18]([C:20]1[CH:25]=[CH:24][CH:23]=[C:22]([Br:26])[N:21]=1)=[O:19].BrC1C=C(C(C2C3C(Cl)=NC=NC=3N(C(C)C)C=2)=O)C=NC=1. No catalyst specified. The product is [Br:26][C:22]1[N:21]=[C:20]([C:18]([C:2]2[C:10]3[C:9]([Cl:11])=[N:8][CH:7]=[N:6][C:5]=3[N:4]([CH:12]([CH3:14])[CH3:13])[CH:3]=2)=[O:19])[CH:25]=[CH:24][CH:23]=1. The yield is 0.690.